Dataset: Catalyst prediction with 721,799 reactions and 888 catalyst types from USPTO. Task: Predict which catalyst facilitates the given reaction. (1) Reactant: Cl[CH2:2][C:3]1[N:4]=[C:5]([C:9]2[CH:14]=[CH:13][CH:12]=[CH:11][CH:10]=2)[O:6][C:7]=1[CH3:8].[OH:15][C:16]1[CH:21]=[CH:20][C:19]([C:22]([C:24]2[CH:29]=[CH:28][CH:27]=[CH:26][C:25]=2[O:30][CH2:31][O:32][CH3:33])=[O:23])=[CH:18][CH:17]=1.C(=O)([O-])[O-].[K+].[K+].CN(C)C=O. Product: [CH3:33][O:32][CH2:31][O:30][C:25]1[CH:26]=[CH:27][CH:28]=[CH:29][C:24]=1[C:22]([C:19]1[CH:18]=[CH:17][C:16]([O:15][CH2:2][C:3]2[N:4]=[C:5]([C:9]3[CH:14]=[CH:13][CH:12]=[CH:11][CH:10]=3)[O:6][C:7]=2[CH3:8])=[CH:21][CH:20]=1)=[O:23]. The catalyst class is: 6. (2) Reactant: [C:1]([C:3]1[CH2:7][CH2:6][C@@H:5]([N:8]2[CH2:13][CH2:12][N:11](C(OC(C)(C)C)=O)[CH2:10][CH2:9]2)[CH:4]=1)#[N:2].O1CCOCC1.Cl. Product: [N:8]1([C@@H:5]2[CH2:6][CH2:7][C:3]([C:1]#[N:2])=[CH:4]2)[CH2:13][CH2:12][NH:11][CH2:10][CH2:9]1. The catalyst class is: 4. (3) Reactant: [C:1]([NH:5][C:6]([C:8]1[C:16]2[C:11](=[N:12][CH:13]=[C:14]([N:17]3[C:25]4[C:20](=[CH:21][C:22]([F:26])=[CH:23][CH:24]=4)[CH:19]=[N:18]3)[N:15]=2)[N:10](COCC[Si](C)(C)C)[CH:9]=1)=[O:7])([CH3:4])([CH3:3])[CH3:2].FC(F)(F)C(O)=O. Product: [C:1]([NH:5][C:6]([C:8]1[C:16]2[C:11](=[N:12][CH:13]=[C:14]([N:17]3[C:25]4[C:20](=[CH:21][C:22]([F:26])=[CH:23][CH:24]=4)[CH:19]=[N:18]3)[N:15]=2)[NH:10][CH:9]=1)=[O:7])([CH3:4])([CH3:2])[CH3:3]. The catalyst class is: 4.